This data is from Full USPTO retrosynthesis dataset with 1.9M reactions from patents (1976-2016). The task is: Predict the reactants needed to synthesize the given product. (1) Given the product [CH3:1][O:2][C:3]1[CH:4]=[C:5]2[C:10](=[CH:11][C:12]=1[O:13][CH3:14])[N:9]=[CH:8][CH:7]=[C:6]2[O:15][C:16]1[CH:22]=[CH:21][C:19]([NH:20][C:26](=[O:28])[O:44][CH:39]([CH2:38][CH3:37])[CH2:40][CH2:41][CH2:42][CH3:43])=[C:18]([CH3:23])[C:17]=1[CH3:24], predict the reactants needed to synthesize it. The reactants are: [CH3:1][O:2][C:3]1[CH:4]=[C:5]2[C:10](=[CH:11][C:12]=1[O:13][CH3:14])[N:9]=[CH:8][CH:7]=[C:6]2[O:15][C:16]1[CH:22]=[CH:21][C:19]([NH2:20])=[C:18]([CH3:23])[C:17]=1[CH3:24].Cl[C:26](Cl)([O:28]C(=O)OC(Cl)(Cl)Cl)Cl.[CH3:37][CH2:38][CH:39]([OH:44])[CH2:40][CH2:41][CH2:42][CH3:43].C(=O)(O)[O-].[Na+]. (2) Given the product [Cl:16][C:12]1[CH:11]=[C:10]([C@H:8]([OH:9])[CH3:7])[CH:15]=[CH:14][CH:13]=1, predict the reactants needed to synthesize it. The reactants are: B.O1CCCC1.[CH3:7][C:8]([C:10]1[CH:15]=[CH:14][CH:13]=[C:12]([Cl:16])[CH:11]=1)=[O:9]. (3) The reactants are: Cl[C:2]1[N:7]=[C:6]([C:8]2[C:16]3[C:11](=[CH:12][CH:13]=[CH:14][CH:15]=3)[N:10]([S:17]([C:20]3[CH:25]=[CH:24][CH:23]=[CH:22][CH:21]=3)(=[O:19])=[O:18])[CH:9]=2)[C:5]([Cl:26])=[CH:4][N:3]=1.[NH2:27][C@@H:28]1[CH2:33][CH2:32][CH2:31][C@H:30]([NH:34][C:35](=[O:41])[O:36][C:37]([CH3:40])([CH3:39])[CH3:38])[CH2:29]1.C(N(C(C)C)CC)(C)C. Given the product [Cl:26][C:5]1[C:6]([C:8]2[C:16]3[C:11](=[CH:12][CH:13]=[CH:14][CH:15]=3)[N:10]([S:17]([C:20]3[CH:21]=[CH:22][CH:23]=[CH:24][CH:25]=3)(=[O:18])=[O:19])[CH:9]=2)=[N:7][C:2]([NH:27][C@@H:28]2[CH2:33][CH2:32][CH2:31][C@H:30]([NH:34][C:35](=[O:41])[O:36][C:37]([CH3:39])([CH3:38])[CH3:40])[CH2:29]2)=[N:3][CH:4]=1, predict the reactants needed to synthesize it. (4) Given the product [C:1]([O:5][C@@H:6]([C:11]1[C:40]([CH3:41])=[C:39]([CH2:42][NH:54][CH:52]([CH3:53])[CH3:51])[C:38]2=[N:44][C:35]3=[CH:36][N:37]2[C:12]=1[N:13]1[CH2:49][CH2:48][C:16]([CH3:50])([O:17][CH2:18][CH2:19][CH2:20][CH2:21][C@H:22]([CH3:47])[O:23][C:24]2[CH:25]=[CH:26][C:27]([F:46])=[CH:28][C:29]=2[C:30]2[CH:45]=[C:34]3[CH:33]=[CH:32][CH:31]=2)[CH2:15][CH2:14]1)[C:7]([O:9][CH3:10])=[O:8])([CH3:4])([CH3:2])[CH3:3], predict the reactants needed to synthesize it. The reactants are: [C:1]([O:5][C@@H:6]([C:11]1[C:40]([CH3:41])=[C:39]([CH:42]=O)[C:38]2=[N:44][C:35]3=[CH:36][N:37]2[C:12]=1[N:13]1[CH2:49][CH2:48][C:16]([CH3:50])([O:17][CH2:18][CH2:19][CH2:20][CH2:21][C@H:22]([CH3:47])[O:23][C:24]2[CH:25]=[CH:26][C:27]([F:46])=[CH:28][C:29]=2[C:30]2[CH:45]=[C:34]3[CH:33]=[CH:32][CH:31]=2)[CH2:15][CH2:14]1)[C:7]([O:9][CH3:10])=[O:8])([CH3:4])([CH3:3])[CH3:2].[CH3:51][CH:52]([NH2:54])[CH3:53].C([BH3-])#N.[Na+]. (5) Given the product [F:12][C:6]1[CH:7]=[C:8]([F:11])[CH:9]=[CH:10][C:5]=1[C:3]([C:2]1([NH:18][CH:16]=[O:17])[CH2:14][CH2:13]1)=[O:4], predict the reactants needed to synthesize it. The reactants are: Br[CH:2]([CH2:13][CH2:14]Cl)[C:3]([C:5]1[CH:10]=[CH:9][C:8]([F:11])=[CH:7][C:6]=1[F:12])=[O:4].[CH:16]([N:18]([Na])C=O)=[O:17].[OH-].[Na+].Cl. (6) Given the product [CH2:16]([C:15]([C:12]1[CH:13]=[CH:14][C:9]([O:8][CH2:7][C@@H:5]([OH:6])[CH2:4][OH:3])=[C:10]([CH3:36])[CH:11]=1)([C:20]1[CH:25]=[CH:24][C:23](/[C:26](/[CH3:34])=[CH:27]/[C:28]([CH2:29][CH3:30])([OH:31])[CH2:32][CH3:33])=[C:22]([CH3:35])[CH:21]=1)[CH2:18][CH3:19])[CH3:17], predict the reactants needed to synthesize it. The reactants are: CC1(C)[O:6][C@H:5]([CH2:7][O:8][C:9]2[CH:14]=[CH:13][C:12]([C:15]([C:20]3[CH:25]=[CH:24][C:23](/[C:26](/[CH3:34])=[CH:27]/[C:28]([CH2:32][CH3:33])([OH:31])[CH2:29][CH3:30])=[C:22]([CH3:35])[CH:21]=3)([CH2:18][CH3:19])[CH2:16][CH3:17])=[CH:11][C:10]=2[CH3:36])[CH2:4][O:3]1.CC1(C)C2(CS(O)(=O)=O)C(CC1CC2)=O.C([O-])(O)=O.[Na+].